From a dataset of Full USPTO retrosynthesis dataset with 1.9M reactions from patents (1976-2016). Predict the reactants needed to synthesize the given product. (1) Given the product [F:25][C:26]([F:45])([F:44])[S:27]([O:1][C:2]1[C:11]2[C:10]([CH3:12])([CH3:13])[CH2:9][CH2:8][C:7]([CH3:15])([CH3:14])[C:6]=2[CH:5]=[C:4]([CH:16]=[O:17])[CH:3]=1)(=[O:29])=[O:28], predict the reactants needed to synthesize it. The reactants are: [OH:1][C:2]1[C:11]2[C:10]([CH3:13])([CH3:12])[CH2:9][CH2:8][C:7]([CH3:15])([CH3:14])[C:6]=2[CH:5]=[C:4]([CH:16]=[O:17])[CH:3]=1.C(N(CC)CC)C.[F:25][C:26]([F:45])([F:44])[S:27](N(C1C=CC=CC=1)[S:27]([C:26]([F:45])([F:44])[F:25])(=[O:29])=[O:28])(=[O:29])=[O:28].CN(C1C=CC=CN=1)C. (2) Given the product [CH:9]([C:12]1[C:20]([C:5](=[O:7])[CH3:6])=[C:15]2[CH:16]=[CH:17][CH:18]=[CH:19][N:14]2[N:13]=1)([CH3:11])[CH3:10], predict the reactants needed to synthesize it. The reactants are: [Cl-].[Al+3].[Cl-].[Cl-].[C:5](Cl)(=[O:7])[CH3:6].[CH:9]([C:12]1[CH:20]=[C:15]2[CH:16]=[CH:17][CH:18]=[CH:19][N:14]2[N:13]=1)([CH3:11])[CH3:10].C([O-])(O)=O.[Na+]. (3) Given the product [Cl:10][C:11]1[CH:18]=[CH:17][C:14]([CH:15]([C:2]2[CH:7]=[CH:6][C:5]([F:8])=[CH:4][C:3]=2[CH3:9])[OH:16])=[C:13]([F:19])[CH:12]=1, predict the reactants needed to synthesize it. The reactants are: Br[C:2]1[CH:7]=[CH:6][C:5]([F:8])=[CH:4][C:3]=1[CH3:9].[Cl:10][C:11]1[CH:18]=[CH:17][C:14]([CH:15]=[O:16])=[C:13]([F:19])[CH:12]=1.ClC1C=CC(C(C2C=CC(OC)=CC=2)O)=CC=1. (4) Given the product [OH:19][C@H:16]1[CH2:17][CH2:18][C@@H:13]([NH:12][C:2]2[C:7]([C:8]#[N:9])=[CH:6][N:5]=[C:4]([S:10][CH3:11])[N:3]=2)[CH2:14][C:15]1([CH3:21])[CH3:20], predict the reactants needed to synthesize it. The reactants are: Cl[C:2]1[C:7]([C:8]#[N:9])=[CH:6][N:5]=[C:4]([S:10][CH3:11])[N:3]=1.[NH2:12][C@@H:13]1[CH2:18][CH2:17][C@H:16]([OH:19])[C:15]([CH3:21])([CH3:20])[CH2:14]1.CCN(C(C)C)C(C)C. (5) Given the product [Cl:1][C:2]1[C:3]([O:23][C:15]2[CH:16]=[N:17][C:18]([O:19][CH:20]([CH3:22])[CH3:21])=[C:13]([Cl:12])[CH:14]=2)=[CH:4][C:5]([F:10])=[C:6]([CH:9]=1)[C:7]#[N:8], predict the reactants needed to synthesize it. The reactants are: [Cl:1][C:2]1[C:3](F)=[CH:4][C:5]([F:10])=[C:6]([CH:9]=1)[C:7]#[N:8].[Cl:12][C:13]1[CH:14]=[C:15]([OH:23])[CH:16]=[N:17][C:18]=1[O:19][CH:20]([CH3:22])[CH3:21].C(=O)([O-])[O-].[K+].[K+].